This data is from Full USPTO retrosynthesis dataset with 1.9M reactions from patents (1976-2016). The task is: Predict the reactants needed to synthesize the given product. (1) Given the product [C:38]([NH:37][C:35]1[N:36]=[C:31]2[CH:30]=[CH:29][C:28]([O:27][C:26]3[CH:41]=[CH:42][C:43]([F:44])=[C:24]([NH:23][C:8]([C:6]4[N:5]([CH3:11])[N:4]=[C:3]([CH2:1][CH3:2])[CH:7]=4)=[O:10])[CH:25]=3)=[N:33][N:32]2[CH:34]=1)(=[O:40])[CH3:39], predict the reactants needed to synthesize it. The reactants are: [CH2:1]([C:3]1[CH:7]=[C:6]([C:8]([OH:10])=O)[N:5]([CH3:11])[N:4]=1)[CH3:2].CN(C)C=O.C(Cl)(=O)C(Cl)=O.[NH2:23][C:24]1[CH:25]=[C:26]([CH:41]=[CH:42][C:43]=1[F:44])[O:27][C:28]1[CH:29]=[CH:30][C:31]2[N:32]([CH:34]=[C:35]([NH:37][C:38](=[O:40])[CH3:39])[N:36]=2)[N:33]=1. (2) Given the product [CH3:1][S:2][C:3]1[CH:4]=[N:5][C:6]([CH:9]=[O:10])=[N:7][CH:8]=1, predict the reactants needed to synthesize it. The reactants are: [CH3:1][S:2][C:3]1[CH:4]=[N:5][C:6]([C:9](OC)=[O:10])=[N:7][CH:8]=1.CC(C[AlH]CC(C)C)C. (3) Given the product [C:17]([O:21][C:22](=[O:25])[CH2:23][C:10](=[O:3])[CH2:9][C@H:8]([OH:12])[CH2:7][Cl:6])([CH3:20])([CH3:19])[CH3:18], predict the reactants needed to synthesize it. The reactants are: CS(O)(=O)=[O:3].[Cl:6][CH2:7][C@@H:8]([O:12][Si](C)(C)C)[CH2:9][C:10]#N.[C:17]([O:21][C:22](=[O:25])[CH2:23]Br)([CH3:20])([CH3:19])[CH3:18].Cl. (4) Given the product [CH3:37][C:33]1[CH:34]=[CH:35][CH:36]=[C:31]([CH3:30])[C:32]=1/[N:38]=[C:39](/[NH:41]/[N:42]=[CH:43]/[C:44]1[CH:49]=[CH:48][C:47]([C:50]2[N:54]=[CH:53][N:52]([C:55]3[CH:60]=[CH:59][C:58]([O:61][C:62]([F:64])([F:65])[F:63])=[CH:57][CH:56]=3)[N:51]=2)=[CH:46][CH:45]=1)\[S:40][CH2:2][C:3]([NH:6][CH2:7][C@@H:8]1[CH2:13][CH2:12][CH2:11][N:10]([C:14]([O:16][C:17]([CH3:20])([CH3:19])[CH3:18])=[O:15])[CH2:9]1)=[O:4], predict the reactants needed to synthesize it. The reactants are: Br[CH2:2][C:3](Br)=[O:4].[NH2:6][CH2:7][C@@H:8]1[CH2:13][CH2:12][CH2:11][N:10]([C:14]([O:16][C:17]([CH3:20])([CH3:19])[CH3:18])=[O:15])[CH2:9]1.C(N(C(C)C)C(C)C)C.[CH3:30][C:31]1[CH:36]=[CH:35][CH:34]=[C:33]([CH3:37])[C:32]=1[NH:38][C:39]([NH:41]/[N:42]=[CH:43]/[C:44]1[CH:49]=[CH:48][C:47]([C:50]2[N:54]=[CH:53][N:52]([C:55]3[CH:60]=[CH:59][C:58]([O:61][C:62]([F:65])([F:64])[F:63])=[CH:57][CH:56]=3)[N:51]=2)=[CH:46][CH:45]=1)=[S:40]. (5) The reactants are: [Li]CCCC.[C:6]1([C:12]2[S:13][CH:14]=[CH:15][CH:16]=2)[CH:11]=[CH:10][CH:9]=[CH:8][CH:7]=1.[Br-].[Li+].[C:19](=[S:21])=[S:20].I[CH3:23]. Given the product [CH3:23][S:20][C:19]([C:14]1[S:13][C:12]([C:6]2[CH:7]=[CH:8][CH:9]=[CH:10][CH:11]=2)=[CH:16][CH:15]=1)=[S:21], predict the reactants needed to synthesize it. (6) Given the product [CH2:17]([N:11]1[CH2:12][CH2:13][CH2:14][CH:15]2[CH2:16][NH:8][CH2:9][CH:10]12)[CH3:18], predict the reactants needed to synthesize it. The reactants are: C([N:8]1[CH2:16][CH:15]2[CH:10]([N:11]([CH2:17][CH3:18])[CH2:12][CH2:13][CH2:14]2)[CH2:9]1)C1C=CC=CC=1.CO. (7) Given the product [CH2:1]([O:8][CH2:9][CH2:10][O:11][C:15]1[N:16]=[CH:17][C:18]([C:21]([OH:23])=[O:22])=[N:19][CH:20]=1)[C:2]1[CH:7]=[CH:6][CH:5]=[CH:4][CH:3]=1, predict the reactants needed to synthesize it. The reactants are: [CH2:1]([O:8][CH2:9][CH2:10][OH:11])[C:2]1[CH:7]=[CH:6][CH:5]=[CH:4][CH:3]=1.[H-].[Na+].Cl[C:15]1[N:16]=[CH:17][C:18]([C:21]([O:23]C)=[O:22])=[N:19][CH:20]=1.Cl.[OH-].[Na+]. (8) Given the product [CH2:20]([N:8]1[CH:7]=[C:6]([N+:9]([O-:11])=[O:10])[N:5]=[C:4]1[CH3:3])[CH2:19][C:18]#[CH:17], predict the reactants needed to synthesize it. The reactants are: [H-].[Na+].[CH3:3][C:4]1[NH:5][C:6]([N+:9]([O-:11])=[O:10])=[CH:7][N:8]=1.CS(O[CH2:17][CH2:18][C:19]#[CH:20])(=O)=O.